Dataset: Full USPTO retrosynthesis dataset with 1.9M reactions from patents (1976-2016). Task: Predict the reactants needed to synthesize the given product. (1) Given the product [CH2:20]([Si:19]([CH2:24][CH3:25])([CH2:22][CH3:23])[C:12]1[C:3]([O:2][CH3:1])=[CH:4][C:5]2[C:10](=[CH:9][CH:8]=[CH:7][CH:6]=2)[CH:11]=1)[CH3:21], predict the reactants needed to synthesize it. The reactants are: [CH3:1][O:2][C:3]1[CH:12]=[CH:11][C:10]2[C:5](=[CH:6][CH:7]=[CH:8][CH:9]=2)[CH:4]=1.CC([O-])(C)C.[K+].[SiH:19]([CH2:24][CH3:25])([CH2:22][CH3:23])[CH2:20][CH3:21]. (2) Given the product [NH2:8][C:9]1[O:17][C:16]2[C:11](=[N:12][CH:13]=[C:14]([CH2:18][N:19]3[CH2:23][CH2:22][CH:21]([O:24][CH3:25])[CH2:20]3)[CH:15]=2)[C:10]=1[C:26]([NH:28][C:29]1[CH:30]=[N:31][CH:32]=[CH:33][C:34]=1[N:35]1[CH2:40][C@H:39]([C:41]([F:43])([F:44])[F:42])[CH2:38][C@H:37]([NH2:45])[CH2:36]1)=[O:27], predict the reactants needed to synthesize it. The reactants are: C(OC([NH:8][C:9]1[O:17][C:16]2[C:11](=[N:12][CH:13]=[C:14]([CH2:18][N:19]3[CH2:23][CH2:22][CH:21]([O:24][CH3:25])[CH2:20]3)[CH:15]=2)[C:10]=1[C:26]([NH:28][C:29]1[CH:30]=[N:31][CH:32]=[CH:33][C:34]=1[N:35]1[CH2:40][C@H:39]([C:41]([F:44])([F:43])[F:42])[CH2:38][C@H:37]([NH:45]C(=O)OC(C)(C)C)[CH2:36]1)=[O:27])=O)(C)(C)C.Cl.O1CCOCC1. (3) Given the product [CH:26]1([CH2:25][N:24]2[C:20]([N:40]3[CH2:41][CH2:42][CH2:43][C@@H:37]([NH:36][C:34](=[O:35])[C:33]([F:44])([F:32])[F:45])[CH2:38][CH2:39]3)=[C:21]([N+:29]([O-:31])=[O:30])[CH:22]=[N:23]2)[CH2:28][CH2:27]1, predict the reactants needed to synthesize it. The reactants are: CC1(O)CCCN(C2N(C)N=CC=2[N+]([O-])=O)CC1.Cl[C:20]1[N:24]([CH2:25][CH:26]2[CH2:28][CH2:27]2)[N:23]=[CH:22][C:21]=1[N+:29]([O-:31])=[O:30].[F:32][C:33]([F:45])([F:44])[C:34]([NH:36][C@@H:37]1[CH2:43][CH2:42][CH2:41][NH:40][CH2:39][CH2:38]1)=[O:35]. (4) Given the product [C:31]1([C:6]2[C:7]([C:13]3[CH:18]=[CH:17][C:16]([C:19]4([NH:23][C:24](=[O:30])[O:25][C:26]([CH3:29])([CH3:28])[CH3:27])[CH2:22][CH2:21][CH2:20]4)=[CH:15][CH:14]=3)=[N:8][C:9]3[CH:10]=[CH:11][N:12]4[C:57]([C:52]5[N:53]=[CH:54][CH:55]=[CH:56][N:51]=5)=[N:2][N:1]=[C:3]4[C:4]=3[CH:5]=2)[CH:32]=[CH:33][CH:34]=[CH:35][CH:36]=1, predict the reactants needed to synthesize it. The reactants are: [NH:1]([C:3]1[N:12]=[CH:11][CH:10]=[C:9]2[C:4]=1[CH:5]=[C:6]([C:31]1[CH:36]=[CH:35][CH:34]=[CH:33][CH:32]=1)[C:7]([C:13]1[CH:18]=[CH:17][C:16]([C:19]3([NH:23][C:24](=[O:30])[O:25][C:26]([CH3:29])([CH3:28])[CH3:27])[CH2:22][CH2:21][CH2:20]3)=[CH:15][CH:14]=1)=[N:8]2)[NH2:2].C(Cl)CCl.C1C=CC2N(O)N=NC=2C=1.[N:51]1[CH:56]=[CH:55][CH:54]=[N:53][C:52]=1[C:57](O)=O.CCN(C(C)C)C(C)C.C(O)(=O)C. (5) Given the product [Cl:1][C:2]1[N:10]=[C:9]([O:11][CH2:18][CH:19]([F:20])[F:21])[CH:8]=[CH:7][C:3]=1[C:4]([O:6][CH2:18][CH:19]([F:21])[F:20])=[O:5], predict the reactants needed to synthesize it. The reactants are: [Cl:1][C:2]1[N:10]=[C:9]([OH:11])[CH:8]=[CH:7][C:3]=1[C:4]([OH:6])=[O:5].FC(F)(F)S(O[CH2:18][CH:19]([F:21])[F:20])(=O)=O. (6) Given the product [CH2:17]1[O:18][C:19]2([CH2:24][CH2:23][C:22]3([C:25]4[CH:30]=[CH:29][CH:28]=[C:27]([C:31]#[N:32])[CH:26]=4)[CH:21]([CH2:1]3)[CH2:20]2)[O:33][CH2:16]1, predict the reactants needed to synthesize it. The reactants are: [CH2:1]([Zn]CC)C.FC(F)(F)C(O)=O.ICI.[CH2:16]1[O:33][C:19]2([CH2:24][CH2:23][C:22]([C:25]3[CH:30]=[CH:29][CH:28]=[C:27]([C:31]#[N:32])[CH:26]=3)=[CH:21][CH2:20]2)[O:18][CH2:17]1.Cl. (7) Given the product [OH:6][C@@H:5]([CH2:4][OH:3])[CH2:7][N:8]1[CH:12]=[CH:11][C:10]([NH:13][C:14](=[O:35])[C@@H:15]([N:20]2[CH2:24][C:23]([O:25][C:26]3[CH:27]=[CH:28][C:29]([O:32][CH3:33])=[CH:30][CH:31]=3)=[CH:22][C:21]2=[O:34])[CH2:16][CH:17]([CH3:19])[CH3:18])=[N:9]1, predict the reactants needed to synthesize it. The reactants are: CC1(C)[O:6][C@H:5]([CH2:7][N:8]2[CH:12]=[CH:11][C:10]([NH:13][C:14](=[O:35])[C@@H:15]([N:20]3[CH2:24][C:23]([O:25][C:26]4[CH:31]=[CH:30][C:29]([O:32][CH3:33])=[CH:28][CH:27]=4)=[CH:22][C:21]3=[O:34])[CH2:16][CH:17]([CH3:19])[CH3:18])=[N:9]2)[CH2:4][O:3]1.O.C1(C)C=CC(S(O)(=O)=O)=CC=1. (8) Given the product [CH3:24][O:25][C:26]1[CH:31]=[C:30]([C:2]2[CH:3]=[N:4][N:5]3[C:10]([C:11]4[CH:12]=[C:13]([NH:17][C:18](=[O:23])[CH2:19][CH:20]([CH3:22])[CH3:21])[CH:14]=[CH:15][CH:16]=4)=[CH:9][CH:8]=[N:7][C:6]=23)[CH:29]=[CH:28][CH:27]=1, predict the reactants needed to synthesize it. The reactants are: Br[C:2]1[CH:3]=[N:4][N:5]2[C:10]([C:11]3[CH:12]=[C:13]([NH:17][C:18](=[O:23])[CH2:19][CH:20]([CH3:22])[CH3:21])[CH:14]=[CH:15][CH:16]=3)=[CH:9][CH:8]=[N:7][C:6]=12.[CH3:24][O:25][C:26]1[CH:27]=[C:28](B(O)O)[CH:29]=[CH:30][CH:31]=1.